From a dataset of Catalyst prediction with 721,799 reactions and 888 catalyst types from USPTO. Predict which catalyst facilitates the given reaction. (1) Reactant: C[Si]([N-][Si](C)(C)C)(C)C.[Na+].[CH2:11]([SH:15])[CH2:12][CH2:13][CH3:14].[CH3:16][C:17]1[CH:18]=[C:19]([C:34]2[S:38][C:37]([N:39]3[CH2:45][CH2:44][CH2:43][NH:42][C:41](=[O:46])[CH2:40]3)=[N:36][CH:35]=2)[CH:20]=[C:21]([NH:23][C:24]2[N:29]=[C:28](S(C)(=O)=O)[CH:27]=[CH:26][N:25]=2)[CH:22]=1. Product: [CH2:11]([S:15][C:26]1[CH:27]=[CH:28][N:29]=[C:24]([NH:23][C:21]2[CH:20]=[C:19]([C:34]3[S:38][C:37]([N:39]4[CH2:45][CH2:44][CH2:43][NH:42][C:41](=[O:46])[CH2:40]4)=[N:36][CH:35]=3)[CH:18]=[C:17]([CH3:16])[CH:22]=2)[N:25]=1)[CH2:12][CH2:13][CH3:14]. The catalyst class is: 39. (2) Reactant: [F:1][C:2]1[CH:7]=[CH:6][CH:5]=[CH:4][C:3]=1[S:8]([C:11]([F:14])([F:13])[F:12])(=[O:10])=[O:9].[Cl:15][S:16](O)(=[O:18])=[O:17].S(Cl)(Cl)=O.C(OC(C)C)(=O)C. Product: [F:1][C:2]1[CH:7]=[CH:6][C:5]([S:16]([Cl:15])(=[O:18])=[O:17])=[CH:4][C:3]=1[S:8]([C:11]([F:12])([F:13])[F:14])(=[O:9])=[O:10]. The catalyst class is: 6.